From a dataset of Forward reaction prediction with 1.9M reactions from USPTO patents (1976-2016). Predict the product of the given reaction. Given the reactants [CH3:1][NH:2][C:3]1[CH:24]=[CH:23][C:6]([C:7]([N:9]([CH2:16][CH2:17][C:18]([O:20][CH2:21][CH3:22])=[O:19])[C:10]2[CH:15]=[CH:14][CH:13]=[CH:12][N:11]=2)=[O:8])=[CH:5][C:4]=1[N+:25]([O-])=O, predict the reaction product. The product is: [NH2:25][C:4]1[CH:5]=[C:6]([CH:23]=[CH:24][C:3]=1[NH:2][CH3:1])[C:7]([N:9]([CH2:16][CH2:17][C:18]([O:20][CH2:21][CH3:22])=[O:19])[C:10]1[CH:15]=[CH:14][CH:13]=[CH:12][N:11]=1)=[O:8].